Dataset: Reaction yield outcomes from USPTO patents with 853,638 reactions. Task: Predict the reaction yield, written as a fraction of the theoretical maximum amount of product (1.0 means a 100% yield; for example, 0.34 means a 34% yield). The reactants are [C:1]([C:5]1[O:9][C:8]([CH2:10][Cl:11])=[N:7][CH:6]=1)([CH3:4])([CH3:3])[CH3:2].[NH2:12][C:13]([NH2:15])=[S:14]. The catalyst is C(O)C. The product is [ClH:11].[C:1]([C:5]1[O:9][C:8]([CH2:10][S:14][C:13]([NH2:15])=[NH2+:12])=[N:7][CH:6]=1)([CH3:4])([CH3:3])[CH3:2]. The yield is 0.930.